Predict the product of the given reaction. From a dataset of Forward reaction prediction with 1.9M reactions from USPTO patents (1976-2016). (1) Given the reactants Cl[C:2]1[N:7]=[C:6]([NH:8][C:9]2[CH:20]=[CH:19][CH:18]=[CH:17][C:10]=2[C:11]([NH:13][CH2:14][CH2:15][OH:16])=[O:12])[C:5]([F:21])=[CH:4][N:3]=1.[O:22]1[CH2:27][CH2:26][N:25]([CH2:28][CH2:29][C:30]2[CH:31]=[C:32]([CH:34]=[CH:35][CH:36]=2)[NH2:33])[CH2:24][CH2:23]1.Cl, predict the reaction product. The product is: [F:21][C:5]1[C:6]([NH:8][C:9]2[CH:20]=[CH:19][CH:18]=[CH:17][C:10]=2[C:11]([NH:13][CH2:14][CH2:15][OH:16])=[O:12])=[N:7][C:2]([NH:33][C:32]2[CH:34]=[CH:35][CH:36]=[C:30]([CH2:29][CH2:28][N:25]3[CH2:24][CH2:23][O:22][CH2:27][CH2:26]3)[CH:31]=2)=[N:3][CH:4]=1. (2) Given the reactants [F:1][C:2]1[CH:3]=[CH:4][C:5]([C:8]2[C:12]([CH2:13][CH2:14][C:15]3[S:16][C:17]([C:21]([OH:23])=O)=[C:18]([CH3:20])[N:19]=3)=[C:11]([CH3:24])[O:10][N:9]=2)=[N:6][CH:7]=1.F[B-](F)(F)F.N1(OC(N(C)C)=[N+](C)C)C2C=CC=CC=2N=N1.C(N(CC)C(C)C)(C)C.[NH2:56][CH:57]1[CH2:62][CH2:61][O:60][CH2:59][CH2:58]1, predict the reaction product. The product is: [O:60]1[CH2:61][CH2:62][CH:57]([NH:56][C:21]([C:17]2[S:16][C:15]([CH2:14][CH2:13][C:12]3[C:8]([C:5]4[CH:4]=[CH:3][C:2]([F:1])=[CH:7][N:6]=4)=[N:9][O:10][C:11]=3[CH3:24])=[N:19][C:18]=2[CH3:20])=[O:23])[CH2:58][CH2:59]1. (3) Given the reactants FC(F)(F)C(O)=O.[CH3:8][N:9]([CH3:43])[CH2:10][CH2:11][N:12]1[CH:16]=[C:15]([C:17]2[CH:22]=[CH:21][C:20]([F:23])=[C:19]([C:24]([F:27])([F:26])[F:25])[CH:18]=2)[N:14]=[C:13]1[CH:28]1[CH2:33][CH2:32][N:31]([C:34]2[N:39]=[CH:38][N:37]=[C:36]([NH2:40])[C:35]=2[CH:41]=[CH2:42])[CH2:30][CH2:29]1.CO, predict the reaction product. The product is: [CH3:8][N:9]([CH3:43])[CH2:10][CH2:11][N:12]1[CH:16]=[C:15]([C:17]2[CH:22]=[CH:21][C:20]([F:23])=[C:19]([C:24]([F:27])([F:25])[F:26])[CH:18]=2)[N:14]=[C:13]1[CH:28]1[CH2:29][CH2:30][N:31]([C:34]2[N:39]=[CH:38][N:37]=[C:36]([NH2:40])[C:35]=2[CH2:41][CH3:42])[CH2:32][CH2:33]1. (4) Given the reactants [OH-].[Na+].S(Cl)(Cl)=O.[Cl:7][S:8]([OH:11])(=O)=[O:9].[CH2:12]([O:15][C:16]1[CH:24]=[CH:23][CH:22]=[CH:21][C:17]=1[C:18]([OH:20])=[O:19])[CH2:13][CH3:14], predict the reaction product. The product is: [Cl:7][S:8]([C:22]1[CH:23]=[CH:24][C:16]([O:15][CH2:12][CH2:13][CH3:14])=[C:17]([CH:21]=1)[C:18]([OH:20])=[O:19])(=[O:11])=[O:9]. (5) Given the reactants C(N(CC)CC)C.FC(F)(F)S(OC1C(F)=CC=CC=1[C:21]1[CH:26]=[CH:25][C:24]([CH2:27][NH:28][C:29]([C:31]2([NH:34][C:35]([C:37]3[CH:38]=[N:39][CH:40]=[N:41][CH:42]=3)=[O:36])[CH2:33][CH2:32]2)=[O:30])=[C:23]([F:43])[CH:22]=1)(=O)=O.[Cl-].[Br:47]C1C=CC(C[NH3+])=C(F)C=1.C(Cl)CCl.C1C=NC2N(O)N=NC=2C=1, predict the reaction product. The product is: [Br:47][C:21]1[CH:26]=[CH:25][C:24]([CH2:27][NH:28][C:29]([C:31]2([NH:34][C:35]([C:37]3[CH:38]=[N:39][CH:40]=[N:41][CH:42]=3)=[O:36])[CH2:33][CH2:32]2)=[O:30])=[C:23]([F:43])[CH:22]=1. (6) The product is: [NH2:22][C:23](=[O:61])[C:24]([CH3:59])([CH3:60])[CH2:25][NH:26][C:27]([C@H:29]([CH:56]([CH3:57])[CH3:58])[CH2:30][C@@H:31]1[O:35][CH2:34][N:33]([C:10]([O:9][CH2:8][CH:5]2[CH2:6][CH2:7][N:2]([CH3:1])[CH2:3][CH2:4]2)=[O:11])[C@H:32]1[CH2:36][C@H:37]([CH2:41][C:42]1[CH:47]=[CH:46][C:45]([O:48][CH3:49])=[C:44]([O:50][CH2:51][CH2:52][CH2:53][O:54][CH3:55])[CH:43]=1)[CH:38]([CH3:40])[CH3:39])=[O:28]. Given the reactants [CH3:1][N:2]1[CH2:7][CH2:6][CH:5]([CH2:8][OH:9])[CH2:4][CH2:3]1.[C:10](=O)(OC(Cl)(Cl)Cl)[O:11]C(Cl)(Cl)Cl.[NH2:22][C:23](=[O:61])[C:24]([CH3:60])([CH3:59])[CH2:25][NH:26][C:27]([C@H:29]([CH:56]([CH3:58])[CH3:57])[CH2:30][C@@H:31]1[O:35][CH2:34][NH:33][C@H:32]1[CH2:36][C@H:37]([CH2:41][C:42]1[CH:47]=[CH:46][C:45]([O:48][CH3:49])=[C:44]([O:50][CH2:51][CH2:52][CH2:53][O:54][CH3:55])[CH:43]=1)[CH:38]([CH3:40])[CH3:39])=[O:28], predict the reaction product. (7) Given the reactants [C:1]([O:5][C:6](=[O:20])[NH:7][C:8]1[CH:13]=[C:12]([CH3:14])[C:11]([C:15]([F:18])([F:17])[F:16])=[CH:10][C:9]=1[NH2:19])([CH3:4])([CH3:3])[CH3:2].C([O:25][C:26](=O)[CH2:27][C:28]([C:30]1[CH:35]=[CH:34][CH:33]=[C:32]([C:36]2[C:37]([CH:42]3[CH2:44][CH2:43]3)=[N:38][CH:39]=[CH:40][CH:41]=2)[CH:31]=1)=[O:29])(C)(C)C, predict the reaction product. The product is: [C:1]([O:5][C:6](=[O:20])[NH:7][C:8]1[CH:13]=[C:12]([CH3:14])[C:11]([C:15]([F:18])([F:17])[F:16])=[CH:10][C:9]=1[NH:19][C:26](=[O:25])[CH2:27][C:28]([C:30]1[CH:35]=[CH:34][CH:33]=[C:32]([C:36]2[C:37]([CH:42]3[CH2:43][CH2:44]3)=[N:38][CH:39]=[CH:40][CH:41]=2)[CH:31]=1)=[O:29])([CH3:4])([CH3:2])[CH3:3]. (8) Given the reactants [OH-].[Na+].[C:3]([C:5]1[CH:10]=[C:9]([C@:11]2([O:29][C@H:28]([CH2:30][O:31]C(=O)C)[C@@H:23]([O:24]C(=O)C)[C@H:18]([O:19]C(=O)C)[C@H:13]2[O:14]C(=O)C)[OH:12])[CH:8]=[C:7]([CH2:35][C:36]2[CH:41]=[CH:40][C:39]([CH2:42][CH3:43])=[CH:38][CH:37]=2)[C:6]=1[CH3:44])#[N:4].Cl, predict the reaction product. The product is: [C:3]([C:5]1[CH:10]=[C:9]([C@:11]2([O:29][C@H:28]([CH2:30][OH:31])[C@@H:23]([OH:24])[C@H:18]([OH:19])[C@H:13]2[OH:14])[OH:12])[CH:8]=[C:7]([CH2:35][C:36]2[CH:37]=[CH:38][C:39]([CH2:42][CH3:43])=[CH:40][CH:41]=2)[C:6]=1[CH3:44])#[N:4].